This data is from Reaction yield outcomes from USPTO patents with 853,638 reactions. The task is: Predict the reaction yield, written as a fraction of the theoretical maximum amount of product (1.0 means a 100% yield; for example, 0.34 means a 34% yield). (1) The reactants are [O:1]1[CH2:3][CH:2]1[CH2:4][O:5][C:6]1[CH:7]=[C:8]([CH2:12][OH:13])[CH:9]=[CH:10][CH:11]=1.[CH3:14][C:15]1[C:23]2[C:22]([N:24]3[CH2:29][CH2:28][CH:27]([NH2:30])[CH2:26][CH2:25]3)=[N:21][CH:20]=[N:19][C:18]=2[S:17][CH:16]=1. The catalyst is CC(O)C.CS(C)=O. The product is [OH:13][CH2:12][C:8]1[CH:7]=[C:6]([CH:11]=[CH:10][CH:9]=1)[O:5][CH2:4][CH:2]([OH:1])[CH2:3][NH:30][CH:27]1[CH2:26][CH2:25][N:24]([C:22]2[C:23]3[C:15]([CH3:14])=[CH:16][S:17][C:18]=3[N:19]=[CH:20][N:21]=2)[CH2:29][CH2:28]1. The yield is 0.260. (2) The catalyst is C(Cl)Cl. The yield is 0.270. The product is [NH2:21][C:17]1[N:16]=[C:15]([C:9]2[C:8]([C:4]3[CH:3]=[C:2]([NH:1][C:30]([NH:29][C:27]4[CH:26]=[CH:25][C:24]([I:32])=[C:23]([F:22])[CH:28]=4)=[O:31])[CH:7]=[CH:6][CH:5]=3)=[CH:12][N:11]([CH2:13][CH3:14])[N:10]=2)[CH:20]=[CH:19][N:18]=1. The reactants are [NH2:1][C:2]1[CH:3]=[C:4]([C:8]2[C:9]([C:15]3[CH:20]=[CH:19][N:18]=[C:17]([NH2:21])[N:16]=3)=[N:10][N:11]([CH2:13][CH3:14])[CH:12]=2)[CH:5]=[CH:6][CH:7]=1.[F:22][C:23]1[CH:28]=[C:27]([N:29]=[C:30]=[O:31])[CH:26]=[CH:25][C:24]=1[I:32]. (3) The reactants are O1CCCC1.C([O:8][C:9]([C:11]1[O:12][C:13]2[CH:19]=[C:18]([O:20][CH2:21][C:22]3[CH:27]=[CH:26][CH:25]=[CH:24][CH:23]=3)[CH:17]=[CH:16][C:14]=2[CH:15]=1)=O)C.[H-].[Al+3].[Li+].[H-].[H-].[H-].[OH-].[Na+]. The catalyst is O. The product is [CH2:21]([O:20][C:18]1[CH:17]=[CH:16][C:14]2[CH:15]=[C:11]([CH2:9][OH:8])[O:12][C:13]=2[CH:19]=1)[C:22]1[CH:23]=[CH:24][CH:25]=[CH:26][CH:27]=1. The yield is 0.900. (4) The product is [F:15][C:4]1[C:3]([CH3:16])=[C:2]([CH:7]=[C:6]([C:8]2[CH:13]=[CH:12][CH:11]=[C:10]([F:14])[CH:9]=2)[CH:5]=1)[C:17]([O:20][CH3:24])=[O:19]. The yield is 0.570. The reactants are Br[C:2]1[CH:7]=[C:6]([C:8]2[CH:13]=[CH:12][CH:11]=[C:10]([F:14])[CH:9]=2)[CH:5]=[C:4]([F:15])[C:3]=1[CH3:16].[C:17]([O-:20])(=[O:19])C.[K+].[C]=O.[CH3:24]O. The catalyst is C1COCC1.C([O-])(=O)C.[Pd+2].C([O-])(=O)C.C1C=CC(P(C2C=CC=CC=2)[C-]2C=CC=C2)=CC=1.C1C=CC(P(C2C=CC=CC=2)[C-]2C=CC=C2)=CC=1.[Fe+2].